This data is from Forward reaction prediction with 1.9M reactions from USPTO patents (1976-2016). The task is: Predict the product of the given reaction. (1) Given the reactants C([N:4]1[C:17]2[C:12](=[CH:13][CH:14]=[C:15]([N:18]3[CH2:23][CH2:22][O:21][CH2:20][CH2:19]3)[CH:16]=2)[C:6]2([CH2:9][S:8](=[O:11])(=[O:10])[CH2:7]2)[CH2:5]1)(=O)C.Cl.C([O-])(O)=O.[Na+], predict the reaction product. The product is: [N:18]1([C:15]2[CH:16]=[C:17]3[NH:4][CH2:5][C:6]4([CH2:9][S:8](=[O:10])(=[O:11])[CH2:7]4)[C:12]3=[CH:13][CH:14]=2)[CH2:23][CH2:22][O:21][CH2:20][CH2:19]1. (2) Given the reactants [N:1]1([C:7]2[CH:12]=[CH:11][C:10]([NH:13][C:14]([C:16]3[CH:17]=[C:18]([CH:26]=[CH:27][CH:28]=3)[CH2:19][S:20][CH2:21][CH2:22][C:23]([OH:25])=[O:24])=[O:15])=[C:9]([C:29]3[CH:34]=[C:33]([NH:35][CH2:36]C4C=CC=C(C(F)(F)F)C=4)[CH:32]=[CH:31][N:30]=3)[CH:8]=2)[CH2:6][CH2:5][CH2:4][CH2:3][CH2:2]1.[F:47][C:48]([F:58])([F:57])[C:49]1[CH:50]=[C:51]([CH:54]=[CH:55][CH:56]=1)[CH2:52]N, predict the reaction product. The product is: [N:1]1([C:7]2[CH:12]=[CH:11][C:10]([NH:13][C:14]([C:16]3[CH:17]=[C:18]([CH:26]=[CH:27][CH:28]=3)[CH2:19][S:20][CH2:21][CH2:22][C:23]([OH:25])=[O:24])=[O:15])=[C:9]([C:29]3[CH:34]=[C:33]([NH:35][CH2:36][CH2:52][C:51]4[CH:54]=[CH:55][CH:56]=[C:49]([C:48]([F:58])([F:57])[F:47])[CH:50]=4)[CH:32]=[CH:31][N:30]=3)[CH:8]=2)[CH2:6][CH2:5][CH2:4][CH2:3][CH2:2]1. (3) Given the reactants Br[C:2]1C=CC(NN)=NC=1.[Br:10][C:11]1[C:12]([CH2:19][O:20][C:21]2[CH:26]=[C:25]([CH3:27])[CH:24]=[C:23]([Cl:28])[CH:22]=2)=[CH:13][C:14]([NH:17][NH2:18])=[N:15][CH:16]=1, predict the reaction product. The product is: [Br:10][C:11]1[C:12]([CH2:19][O:20][C:21]2[CH:26]=[C:25]([CH3:27])[CH:24]=[C:23]([Cl:28])[CH:22]=2)=[CH:13][C:14]2[N:15]([CH:2]=[N:18][N:17]=2)[CH:16]=1. (4) Given the reactants Cl.[C:2]([C:5]1[CH:10]=[CH:9][C:8]([NH:11][CH:12]([C:16]2[CH:21]=[C:20]([O:22][CH3:23])[C:19]([O:24][CH3:25])=[CH:18][C:17]=2[F:26])[C:13]([OH:15])=O)=[CH:7][CH:6]=1)(=[NH:4])[NH2:3].Cl.C(N=C=NCCCN(C)C)C.O.ON1C2C=CC=CC=2N=N1.[C:50]([O:54][C:55]([NH:57][NH2:58])=[O:56])([CH3:53])([CH3:52])[CH3:51], predict the reaction product. The product is: [C:50]([O:54][C:55]([NH:57][NH:58][C:13](=[O:15])[CH:12]([NH:11][C:8]1[CH:7]=[CH:6][C:5]([C:2](=[NH:4])[NH2:3])=[CH:10][CH:9]=1)[C:16]1[CH:21]=[C:20]([O:22][CH3:23])[C:19]([O:24][CH3:25])=[CH:18][C:17]=1[F:26])=[O:56])([CH3:53])([CH3:52])[CH3:51]. (5) Given the reactants [CH:1]1([NH:4][C:5]([C:7]2[C:8](=[O:25])[N:9]([C:15]3[CH:20]=[CH:19][CH:18]=[C:17]([C:21]([F:24])([F:23])[F:22])[CH:16]=3)[C:10]([CH3:14])=[C:11](I)[CH:12]=2)=[O:6])[CH2:3][CH2:2]1.C([Sn](CCCC)(CCCC)[S:31][C:32]1[CH:37]=[CH:36][C:35]([O:38][CH3:39])=[CH:34][CH:33]=1)CCC.CN1C(=[O:54])CCC1.OO, predict the reaction product. The product is: [CH:1]1([NH:4][C:5]([C:7]2[C:8](=[O:25])[N:9]([C:15]3[CH:20]=[CH:19][CH:18]=[C:17]([C:21]([F:24])([F:23])[F:22])[CH:16]=3)[C:10]([CH3:14])=[C:11]([S:31]([C:32]3[CH:37]=[CH:36][C:35]([O:38][CH3:39])=[CH:34][CH:33]=3)=[O:54])[CH:12]=2)=[O:6])[CH2:3][CH2:2]1.